Dataset: CYP1A2 inhibition data for predicting drug metabolism from PubChem BioAssay. Task: Regression/Classification. Given a drug SMILES string, predict its absorption, distribution, metabolism, or excretion properties. Task type varies by dataset: regression for continuous measurements (e.g., permeability, clearance, half-life) or binary classification for categorical outcomes (e.g., BBB penetration, CYP inhibition). Dataset: cyp1a2_veith. (1) The drug is O=c1c(-c2ccc(O)cc2)coc2cc(O)ccc12. The result is 1 (inhibitor). (2) The molecule is CCC(CC)c1nnc(NC(=O)c2ccc3ccccc3n2)s1. The result is 1 (inhibitor). (3) The compound is C=CCSc1nc(NC)c2sccc2n1. The result is 1 (inhibitor).